Dataset: NCI-60 drug combinations with 297,098 pairs across 59 cell lines. Task: Regression. Given two drug SMILES strings and cell line genomic features, predict the synergy score measuring deviation from expected non-interaction effect. Drug 1: CN1CCC(CC1)COC2=C(C=C3C(=C2)N=CN=C3NC4=C(C=C(C=C4)Br)F)OC. Drug 2: C1=NC(=NC(=O)N1C2C(C(C(O2)CO)O)O)N. Cell line: UACC-257. Synergy scores: CSS=-1.01, Synergy_ZIP=0.405, Synergy_Bliss=0.818, Synergy_Loewe=-4.05, Synergy_HSA=-3.43.